This data is from Forward reaction prediction with 1.9M reactions from USPTO patents (1976-2016). The task is: Predict the product of the given reaction. (1) Given the reactants FC(F)(F)S(O)(=O)=[O:4].N[C:10]1[C:11]([S:16][CH2:17][C:18]([O:20][CH3:21])=[O:19])=[N:12][CH:13]=[CH:14][CH:15]=1.ClCCl.N([O:27][C:28]([CH3:31])(C)C)=O, predict the reaction product. The product is: [C:28]([O:27][C:10]1[C:11]([S:16][CH2:17][C:18]([O:20][CH3:21])=[O:19])=[N:12][CH:13]=[CH:14][CH:15]=1)(=[O:4])[CH3:31]. (2) Given the reactants C([O:5][C:6]([CH:8]1[CH2:13][CH2:12][N:11]([C:14]2[C:19]([C:20]#[N:21])=[CH:18][C:17]([C:22](=[O:26])[CH2:23][CH2:24][CH3:25])=[C:16]([O:27][CH3:28])[N:15]=2)[CH2:10][CH2:9]1)=[O:7])(C)(C)C, predict the reaction product. The product is: [C:22]([C:17]1[CH:18]=[C:19]([C:20]#[N:21])[C:14]([N:11]2[CH2:12][CH2:13][CH:8]([C:6]([OH:7])=[O:5])[CH2:9][CH2:10]2)=[N:15][C:16]=1[O:27][CH3:28])(=[O:26])[CH2:23][CH2:24][CH3:25]. (3) Given the reactants [Cl:1][C:2]1[CH:7]=[C:6]([Cl:8])[CH:5]=[CH:4][C:3]=1[O:9][CH2:10]S(C)=O.C([Cl:17])(=O)C, predict the reaction product. The product is: [Cl:1][C:2]1[CH:7]=[C:6]([Cl:8])[CH:5]=[CH:4][C:3]=1[O:9][CH2:10][Cl:17].